From a dataset of Reaction yield outcomes from USPTO patents with 853,638 reactions. Predict the reaction yield, written as a fraction of the theoretical maximum amount of product (1.0 means a 100% yield; for example, 0.34 means a 34% yield). (1) The reactants are [NH2:1][C:2]1[CH:3]=[C:4]([CH:7]=[C:8]([CH3:10])[CH:9]=1)[C:5]#[N:6].Br.Br[CH:13]([C:15]1[CH:16]=[C:17]([C:32]([N:34]([CH3:36])[CH3:35])=[O:33])[CH:18]=[C:19]2[C:24]=1[O:23][C:22]([N:25]1[CH2:30][CH2:29][O:28][CH2:27][CH2:26]1)=[CH:21][C:20]2=[O:31])[CH3:14]. No catalyst specified. The product is [C:5]([C:4]1[CH:3]=[C:2]([NH:1][CH:13]([C:15]2[CH:16]=[C:17]([C:32]([N:34]([CH3:36])[CH3:35])=[O:33])[CH:18]=[C:19]3[C:24]=2[O:23][C:22]([N:25]2[CH2:30][CH2:29][O:28][CH2:27][CH2:26]2)=[CH:21][C:20]3=[O:31])[CH3:14])[CH:9]=[C:8]([CH3:10])[CH:7]=1)#[N:6]. The yield is 0.480. (2) The reactants are Br[C:2]1[CH:7]=[CH:6][C:5]([F:8])=[C:4]([Cl:9])[CH:3]=1.[Mg].CON(C)[C:14]([C@@H:16]1[CH2:21][CH2:20][CH2:19][N:18]([C:22]([O:24][C:25]([CH3:28])([CH3:27])[CH3:26])=[O:23])[CH2:17]1)=[O:15]. The catalyst is C1COCC1. The product is [Cl:9][C:4]1[CH:3]=[C:2]([CH:7]=[CH:6][C:5]=1[F:8])[C:14]([C@@H:16]1[CH2:21][CH2:20][CH2:19][N:18]([C:22]([O:24][C:25]([CH3:28])([CH3:27])[CH3:26])=[O:23])[CH2:17]1)=[O:15]. The yield is 0.920. (3) The reactants are [F:1][C:2]1[CH:11]=[C:10]2[C:5]([C:6]([OH:12])=[N:7][CH:8]=[N:9]2)=[CH:4][CH:3]=1.[N+:13]([O-])([OH:15])=[O:14]. The catalyst is OS(O)(=O)=O. The product is [F:1][C:2]1[CH:11]=[C:10]2[C:5]([C:6]([OH:12])=[N:7][CH:8]=[N:9]2)=[CH:4][C:3]=1[N+:13]([O-:15])=[O:14]. The yield is 0.380. (4) The reactants are [F:1][C:2]1[CH:7]=[CH:6][CH:5]=[C:4]([O:8][CH3:9])[CH:3]=1.C([Li])CCC.[C:15]([O:19][C:20]([N:22]1[CH2:27][CH2:26][C:25](=[O:28])[CH2:24][CH2:23]1)=[O:21])([CH3:18])([CH3:17])[CH3:16].[Cl-].[NH4+]. The catalyst is C1COCC1.C(OCC)(=O)C. The product is [C:15]([O:19][C:20]([N:22]1[CH2:27][CH2:26][C:25]([C:3]2[C:4]([O:8][CH3:9])=[CH:5][CH:6]=[CH:7][C:2]=2[F:1])([OH:28])[CH2:24][CH2:23]1)=[O:21])([CH3:18])([CH3:16])[CH3:17]. The yield is 0.310. (5) The reactants are F[C:2]1[CH:10]=[CH:9][C:8]([N+:11]([O-:13])=[O:12])=[C:7]2[C:3]=1[CH2:4][N:5]([CH3:15])[C:6]2=[O:14].C(=O)([O-])[O-].[K+].[K+].C(N(CC)CC)C.[C:29]([O:33][C:34]([N:36]1[CH2:41][CH2:40][NH:39][CH2:38][CH2:37]1)=[O:35])([CH3:32])([CH3:31])[CH3:30]. The catalyst is CS(C)=O.O. The product is [C:29]([O:33][C:34]([N:36]1[CH2:41][CH2:40][N:39]([C:2]2[CH:10]=[CH:9][C:8]([N+:11]([O-:13])=[O:12])=[C:7]3[C:3]=2[CH2:4][N:5]([CH3:15])[C:6]3=[O:14])[CH2:38][CH2:37]1)=[O:35])([CH3:32])([CH3:30])[CH3:31]. The yield is 0.750. (6) The reactants are C([O:3][C:4]([C:6]1[CH:7]=[C:8]([CH:19]=[CH:20][CH:21]=1)[O:9][C:10]1[CH:15]=[CH:14][C:13]([N+:16]([O-:18])=[O:17])=[CH:12][CH:11]=1)=[O:5])C.C1COCC1.O.O[Li].O. The catalyst is O. The product is [C:4]([C:6]1[CH:7]=[C:8]([CH:19]=[CH:20][CH:21]=1)[O:9][C:10]1[CH:11]=[CH:12][C:13]([N+:16]([O-:18])=[O:17])=[CH:14][CH:15]=1)([OH:5])=[O:3]. The yield is 0.950. (7) The reactants are [NH2:1][C:2]1[CH:7]=[C:6]([C:8]2[C:16]3[C:11](=[CH:12][C:13]([F:17])=[CH:14][CH:15]=3)[N:10]([S:18]([C:21]3[CH:26]=[CH:25][CH:24]=[CH:23][CH:22]=3)(=[O:20])=[O:19])[CH:9]=2)[CH:5]=[CH:4][C:3]=1[OH:27].[Cl:28][CH2:29][C:30](Cl)=O. The catalyst is C(Cl)Cl.CC(O)=O. The product is [Cl:28][CH2:29][C:30]1[O:27][C:3]2[CH:4]=[CH:5][C:6]([C:8]3[C:16]4[C:11](=[CH:12][C:13]([F:17])=[CH:14][CH:15]=4)[N:10]([S:18]([C:21]4[CH:26]=[CH:25][CH:24]=[CH:23][CH:22]=4)(=[O:20])=[O:19])[CH:9]=3)=[CH:7][C:2]=2[N:1]=1. The yield is 0.380. (8) The reactants are [F:1][C:2]1[CH:3]=[CH:4][C:5]([NH2:8])=[N:6][CH:7]=1.[Cl:9][CH2:10][C:11](=O)[CH2:12]Cl. The catalyst is CCO. The product is [Cl:9][CH2:10][C:11]1[N:8]=[C:5]2[CH:4]=[CH:3][C:2]([F:1])=[CH:7][N:6]2[CH:12]=1. The yield is 0.570. (9) The reactants are [C:1]([NH:5][C:6](=[O:14])[C:7]1[CH:12]=[CH:11][C:10]([Cl:13])=[CH:9][CH:8]=1)([CH3:4])([CH3:3])[CH3:2].C([Li])(C)(C)C.CCCCC.CN([CH:28]=[O:29])C. The yield is 0.980. The catalyst is C1COCC1. The product is [C:1]([N:5]1[CH:28]([OH:29])[C:8]2[C:7](=[CH:12][CH:11]=[C:10]([Cl:13])[CH:9]=2)[C:6]1=[O:14])([CH3:4])([CH3:2])[CH3:3]. (10) The reactants are Cl[CH:2]([C:4]1[CH:14]=[CH:13][C:7]([O:8][CH2:9][C:10]([NH2:12])=[O:11])=[C:6]([C:15]#[N:16])[CH:5]=1)[CH3:3].[OH-:17].[K+]. The catalyst is C(O)C.C(OCC)(=O)C. The product is [NH2:16][C:15]1[C:6]2[CH:5]=[C:4]([CH:2]([OH:17])[CH3:3])[CH:14]=[CH:13][C:7]=2[O:8][C:9]=1[C:10]([NH2:12])=[O:11]. The yield is 1.00.